This data is from NCI-60 drug combinations with 297,098 pairs across 59 cell lines. The task is: Regression. Given two drug SMILES strings and cell line genomic features, predict the synergy score measuring deviation from expected non-interaction effect. (1) Drug 1: CC1=C2C(C(=O)C3(C(CC4C(C3C(C(C2(C)C)(CC1OC(=O)C(C(C5=CC=CC=C5)NC(=O)C6=CC=CC=C6)O)O)OC(=O)C7=CC=CC=C7)(CO4)OC(=O)C)O)C)OC(=O)C. Drug 2: C(CC(=O)O)C(=O)CN.Cl. Cell line: IGROV1. Synergy scores: CSS=17.7, Synergy_ZIP=-5.01, Synergy_Bliss=-2.92, Synergy_Loewe=-10.9, Synergy_HSA=-1.07. (2) Drug 1: CC1=C(C(=O)C2=C(C1=O)N3CC4C(C3(C2COC(=O)N)OC)N4)N. Drug 2: CC1CCCC2(C(O2)CC(NC(=O)CC(C(C(=O)C(C1O)C)(C)C)O)C(=CC3=CSC(=N3)C)C)C. Cell line: COLO 205. Synergy scores: CSS=65.0, Synergy_ZIP=-7.88, Synergy_Bliss=-12.3, Synergy_Loewe=-9.10, Synergy_HSA=-6.55. (3) Drug 1: CCC1(CC2CC(C3=C(CCN(C2)C1)C4=CC=CC=C4N3)(C5=C(C=C6C(=C5)C78CCN9C7C(C=CC9)(C(C(C8N6C=O)(C(=O)OC)O)OC(=O)C)CC)OC)C(=O)OC)O.OS(=O)(=O)O. Drug 2: CC1=C(C(=CC=C1)Cl)NC(=O)C2=CN=C(S2)NC3=CC(=NC(=N3)C)N4CCN(CC4)CCO. Cell line: NCI-H460. Synergy scores: CSS=3.06, Synergy_ZIP=-0.885, Synergy_Bliss=-0.964, Synergy_Loewe=-0.794, Synergy_HSA=-0.812. (4) Drug 1: CC1=CC=C(C=C1)C2=CC(=NN2C3=CC=C(C=C3)S(=O)(=O)N)C(F)(F)F. Drug 2: CC1CCCC2(C(O2)CC(NC(=O)CC(C(C(=O)C(C1O)C)(C)C)O)C(=CC3=CSC(=N3)C)C)C. Cell line: RXF 393. Synergy scores: CSS=23.5, Synergy_ZIP=2.13, Synergy_Bliss=0.450, Synergy_Loewe=-23.9, Synergy_HSA=-1.62. (5) Drug 1: C1=NC2=C(N=C(N=C2N1C3C(C(C(O3)CO)O)O)F)N. Drug 2: CC1=C2C(C(=O)C3(C(CC4C(C3C(C(C2(C)C)(CC1OC(=O)C(C(C5=CC=CC=C5)NC(=O)OC(C)(C)C)O)O)OC(=O)C6=CC=CC=C6)(CO4)OC(=O)C)O)C)O. Cell line: SNB-75. Synergy scores: CSS=3.85, Synergy_ZIP=0.0400, Synergy_Bliss=2.56, Synergy_Loewe=-2.53, Synergy_HSA=0.894.